This data is from Full USPTO retrosynthesis dataset with 1.9M reactions from patents (1976-2016). The task is: Predict the reactants needed to synthesize the given product. (1) Given the product [O:38]1[C:37]2[CH:41]=[CH:42][C:34]([N:32]([CH3:33])[C:30](=[O:31])[C@@H:29]([NH:28][C:10]([NH:8][S:5]([C:2]3([CH3:1])[CH2:4][CH2:3]3)(=[O:7])=[O:6])=[O:11])[CH2:43][C:44]3[CH:49]=[CH:48][CH:47]=[CH:46][CH:45]=3)=[CH:35][C:36]=2[O:40][CH2:39]1, predict the reactants needed to synthesize it. The reactants are: [CH3:1][C:2]1([S:5]([NH2:8])(=[O:7])=[O:6])[CH2:4][CH2:3]1.N(CCCC)=[C:10]=[O:11].ClC(Cl)(OC(=O)OC(Cl)(Cl)Cl)Cl.[NH2:28][C@@H:29]([CH2:43][C:44]1[CH:49]=[CH:48][CH:47]=[CH:46][CH:45]=1)[C:30]([N:32]([C:34]1[CH:42]=[CH:41][C:37]2[O:38][CH2:39][O:40][C:36]=2[CH:35]=1)[CH3:33])=[O:31].C(O)(C(F)(F)F)=O.C(N(C(C)C)CC)(C)C. (2) Given the product [N:1]1([C:7]([C:9]2[CH:14]=[CH:13][C:12]([NH:15][C:16]3[NH:20][N:19]=[CH:18][C:17]=3[C:29]#[N:30])=[CH:11][CH:10]=2)=[O:8])[CH2:6][CH2:5][O:4][CH2:3][CH2:2]1, predict the reactants needed to synthesize it. The reactants are: [N:1]1([C:7]([C:9]2[CH:14]=[CH:13][C:12]([NH:15][C:16]3[N:20](COCC[Si](C)(C)C)[N:19]=[CH:18][C:17]=3[C:29]#[N:30])=[CH:11][CH:10]=2)=[O:8])[CH2:6][CH2:5][O:4][CH2:3][CH2:2]1.Cl. (3) Given the product [CH2:2]([N:9]1[C:17](=[O:18])[C:16]2[C:11](=[CH:12][CH:13]=[C:14]([C:19]([OH:21])=[O:20])[CH:15]=2)[CH2:10]1)[C:3]1[CH:4]=[CH:5][CH:6]=[CH:7][CH:8]=1, predict the reactants needed to synthesize it. The reactants are: O.[CH2:2]([N:9]1[C:17](=[O:18])[C:16]2[C:11](=[CH:12][CH:13]=[C:14]([C:19]([O:21]C)=[O:20])[CH:15]=2)[CH2:10]1)[C:3]1[CH:8]=[CH:7][CH:6]=[CH:5][CH:4]=1.C1COCC1.Cl. (4) Given the product [CH3:23][O:22][CH:21]([O:24][CH3:25])[CH2:20][O:18][C:13]1[CH:12]=[C:11]([C:8]2[CH:7]=[CH:6][C:5]([O:4][CH3:3])=[CH:10][CH:9]=2)[CH:16]=[CH:15][C:14]=1[CH3:17], predict the reactants needed to synthesize it. The reactants are: [H-].[Na+].[CH3:3][O:4][C:5]1[CH:10]=[CH:9][C:8]([C:11]2[CH:16]=[CH:15][C:14]([CH3:17])=[C:13]([OH:18])[CH:12]=2)=[CH:7][CH:6]=1.Br[CH2:20][CH:21]([O:24][CH3:25])[O:22][CH3:23]. (5) Given the product [CH2:1]([C:3]1[CH:8]=[CH:7][C:6]([C@H:9]2[CH2:14][C@@H:13]([C:15]([F:18])([F:16])[F:17])[N:12]3[N:19]=[CH:20][C:21]([C:22]([NH:66][CH2:65][C:62]4[CH:61]=[CH:60][C:59]([F:58])=[CH:64][N:63]=4)=[O:24])=[C:11]3[NH:10]2)=[CH:5][CH:4]=1)[CH3:2], predict the reactants needed to synthesize it. The reactants are: [CH2:1]([C:3]1[CH:8]=[CH:7][C:6]([C@H:9]2[CH2:14][C@@H:13]([C:15]([F:18])([F:17])[F:16])[N:12]3[N:19]=[CH:20][C:21]([C:22]([OH:24])=O)=[C:11]3[NH:10]2)=[CH:5][CH:4]=1)[CH3:2].CN(C(ON1N=NC2C=CC=NC1=2)=[N+](C)C)C.F[P-](F)(F)(F)(F)F.C(N(CC)C(C)C)(C)C.[F:58][C:59]1[CH:60]=[CH:61][C:62]([CH2:65][NH2:66])=[N:63][CH:64]=1.Cl. (6) Given the product [Cl:27][C:19]1[CH:18]=[C:17]([C@@H:10]([CH2:11][CH:12]2[CH2:16][CH2:15][CH2:14][CH2:13]2)[C:9]([NH:8][C:5]2[CH:4]=[N:3][C:2]([C:39]#[C:38][C:40]3([OH:46])[CH2:45][CH2:44][O:43][CH2:42][CH2:41]3)=[CH:7][N:6]=2)=[O:28])[CH:22]=[CH:21][C:20]=1[S:23]([CH3:26])(=[O:25])=[O:24], predict the reactants needed to synthesize it. The reactants are: Br[C:2]1[N:3]=[CH:4][C:5]([NH:8][C:9](=[O:28])[C@@H:10]([C:17]2[CH:22]=[CH:21][C:20]([S:23]([CH3:26])(=[O:25])=[O:24])=[C:19]([Cl:27])[CH:18]=2)[CH2:11][CH:12]2[CH2:16][CH2:15][CH2:14][CH2:13]2)=[N:6][CH:7]=1.C(N(CC)C(C)C)(C)C.[C:38]([C:40]1([OH:46])[CH2:45][CH2:44][O:43][CH2:42][CH2:41]1)#[CH:39].